This data is from Retrosynthesis with 50K atom-mapped reactions and 10 reaction types from USPTO. The task is: Predict the reactants needed to synthesize the given product. (1) Given the product CCOC(=O)Cc1nc(-c2ccc(Cl)cc2)sc1C(=O)OCC, predict the reactants needed to synthesize it. The reactants are: CCOC(=O)CC(=O)C(Cl)C(=O)OCC.NC(=S)c1ccc(Cl)cc1. (2) Given the product CCc1oc2ccccc2c1C(=O)c1ccc(O)c(Br)c1, predict the reactants needed to synthesize it. The reactants are: CCc1oc2ccccc2c1C(=O)c1ccc(OC)c(Br)c1.